This data is from hERG Central: cardiac toxicity at 1µM, 10µM, and general inhibition. The task is: Predict hERG channel inhibition at various concentrations. The drug is CC(=O)Oc1ccc(/C(C)=N/N2CCN(Cc3ccc(C)cc3)CC2)cc1. Results: hERG_inhib (hERG inhibition (general)): blocker.